From a dataset of Reaction yield outcomes from USPTO patents with 853,638 reactions. Predict the reaction yield, written as a fraction of the theoretical maximum amount of product (1.0 means a 100% yield; for example, 0.34 means a 34% yield). (1) The reactants are [Cl:1][C:2]1[CH:7]=[CH:6][C:5]([NH:8][C:9]2[N:14]=[C:13]([NH:15][C:16]3[CH:20]=[C:19]([CH3:21])[N:18](C(OC(C)(C)C)=O)[N:17]=3)[CH:12]=[N:11][CH:10]=2)=[CH:4][CH:3]=1.ClC1N=C(NC2(C(OC(C)(C)C)=O)C=C(C)N=N2)C=NC=1.ClC1C=CC(N)=CC=1.C1(P(C2C=CC=CC=2)C2C3OC4C(=CC=CC=4P(C4C=CC=CC=4)C4C=CC=CC=4)C(C)(C)C=3C=CC=2)C=CC=CC=1.C(=O)([O-])[O-].[K+].[K+]. The catalyst is O1CCOCC1.C([O-])(=O)C.[Pd+2].C([O-])(=O)C. The product is [Cl:1][C:2]1[CH:3]=[CH:4][C:5]([NH:8][C:9]2[CH:10]=[N:11][CH:12]=[C:13]([NH:15][C:16]3[CH:20]=[C:19]([CH3:21])[NH:18][N:17]=3)[N:14]=2)=[CH:6][CH:7]=1. The yield is 0.460. (2) The reactants are I[C:2]1[CH:7]=[CH:6][C:5]([CH:8]([CH3:14])[C:9]([O:11][CH2:12][CH3:13])=[O:10])=[CH:4][C:3]=1[O:15][CH3:16].[CH3:17][N:18](C)C=O. The catalyst is C(OCC)(=O)C.[C-]#N.[Zn+2].[C-]#N.[Pd].C1(P(C2C=CC=CC=2)C2C=CC=CC=2)C=CC=CC=1.C1(P(C2C=CC=CC=2)C2C=CC=CC=2)C=CC=CC=1.C1(P(C2C=CC=CC=2)C2C=CC=CC=2)C=CC=CC=1.C1(P(C2C=CC=CC=2)C2C=CC=CC=2)C=CC=CC=1. The product is [C:17]([C:2]1[CH:7]=[CH:6][C:5]([CH:8]([CH3:14])[C:9]([O:11][CH2:12][CH3:13])=[O:10])=[CH:4][C:3]=1[O:15][CH3:16])#[N:18]. The yield is 0.510. (3) The reactants are [NH2:1][C:2]1[CH:10]=[C:6]([C:7]([OH:9])=[O:8])[C:5]([OH:11])=[CH:4][CH:3]=1.[N+:12]([C:15]1[CH:20]=[CH:19][C:18]([CH2:21][CH2:22][CH2:23]Br)=[CH:17][CH:16]=1)([O-:14])=[O:13]. No catalyst specified. The product is [N+:12]([C:15]1[CH:20]=[CH:19][C:18]([CH2:21][CH2:22][CH2:23][NH:1][C:2]2[CH:10]=[C:6]([C:7]([OH:9])=[O:8])[C:5]([OH:11])=[CH:4][CH:3]=2)=[CH:17][CH:16]=1)([O-:14])=[O:13]. The yield is 0.500. (4) The reactants are [NH2:1][C@H:2]([C:4]([NH:6][CH:7]1[N:13]=[C:12]([C:14]2[CH:19]=[CH:18][CH:17]=[CH:16][CH:15]=2)[C:11]2[CH:20]=[CH:21][CH:22]=[CH:23][C:10]=2[N:9]([CH3:24])[C:8]1=[O:25])=[O:5])[CH3:3].[Cl:26][CH2:27][C:28](Cl)=[O:29]. The catalyst is C(Cl)Cl. The product is [Cl:26][CH2:27][C:28]([NH:1][C@H:2]([C:4]([NH:6][CH:7]1[N:13]=[C:12]([C:14]2[CH:19]=[CH:18][CH:17]=[CH:16][CH:15]=2)[C:11]2[CH:20]=[CH:21][CH:22]=[CH:23][C:10]=2[N:9]([CH3:24])[C:8]1=[O:25])=[O:5])[CH3:3])=[O:29]. The yield is 0.980. (5) The catalyst is CN(C)C=O. The yield is 0.730. The product is [C:36]([S:38][CH:6]1[CH2:9][N:8]([C:10]2[O:11][CH:12]=[C:13]([C:15](=[O:35])[NH:16][C@H:17]3[CH2:21][CH2:20][N:19]([C:22]([O:24][CH2:25][C:26]4[CH:31]=[CH:30][C:29]([N+:32]([O-:34])=[O:33])=[CH:28][CH:27]=4)=[O:23])[CH2:18]3)[N:14]=2)[CH2:7]1)(=[O:39])[CH3:37]. The reactants are CS(O[CH:6]1[CH2:9][N:8]([C:10]2[O:11][CH:12]=[C:13]([C:15](=[O:35])[NH:16][C@H:17]3[CH2:21][CH2:20][N:19]([C:22]([O:24][CH2:25][C:26]4[CH:31]=[CH:30][C:29]([N+:32]([O-:34])=[O:33])=[CH:28][CH:27]=4)=[O:23])[CH2:18]3)[N:14]=2)[CH2:7]1)(=O)=O.[C:36]([O-:39])(=[S:38])[CH3:37].[K+]. (6) The reactants are [NH2:1]/[C:2](/[CH3:19])=[C:3](\[C:6]1[CH2:7][CH2:8][N:9]([CH2:12][C:13]2[CH:18]=[CH:17][CH:16]=[CH:15][CH:14]=2)[CH2:10][CH:11]=1)/[C:4]#[N:5].[Cl-].N1(C=[N+](C)C)C2C=CC=C[C:24]=2N=N1.[OH-].[Na+]. The catalyst is ClCCl. The product is [CH2:12]([N:9]1[CH2:8][C:7]2[CH:24]=[N:1][C:2]([CH3:19])=[C:3]([C:4]#[N:5])[C:6]=2[CH2:11][CH2:10]1)[C:13]1[CH:14]=[CH:15][CH:16]=[CH:17][CH:18]=1. The yield is 0.530. (7) The reactants are [C:1]([O:5][C:6](=[O:31])[NH:7][C@H:8]([C:16]1[N:17]([CH2:22][C:23]2[CH:28]=[CH:27][C:26]([O:29][CH3:30])=[CH:25][CH:24]=2)[C:18](Br)=[CH:19][N:20]=1)[CH2:9][C:10]1[CH:15]=[CH:14][CH:13]=[CH:12][CH:11]=1)([CH3:4])([CH3:3])[CH3:2].COC1C=CC(CCl)=CC=1. The catalyst is CN(C=O)C. The product is [C:1]([O:5][C:6](=[O:31])[NH:7][C@H:8]([C:16]1[N:17]([CH2:22][C:23]2[CH:28]=[CH:27][C:26]([O:29][CH3:30])=[CH:25][CH:24]=2)[CH:18]=[CH:19][N:20]=1)[CH2:9][C:10]1[CH:11]=[CH:12][CH:13]=[CH:14][CH:15]=1)([CH3:3])([CH3:4])[CH3:2]. The yield is 0.740.